From a dataset of Peptide-MHC class II binding affinity with 134,281 pairs from IEDB. Regression. Given a peptide amino acid sequence and an MHC pseudo amino acid sequence, predict their binding affinity value. This is MHC class II binding data. (1) The peptide sequence is NMISRMLINRFTMKH. The MHC is DRB1_0802 with pseudo-sequence DRB1_0802. The binding affinity (normalized) is 0.775. (2) The peptide sequence is YRKILRQRKIDRLID. The MHC is HLA-DPA10201-DPB10101 with pseudo-sequence HLA-DPA10201-DPB10101. The binding affinity (normalized) is 0.188. (3) The peptide sequence is MTSLALVGAALHPFA. The MHC is HLA-DQA10501-DQB10402 with pseudo-sequence HLA-DQA10501-DQB10402. The binding affinity (normalized) is 0.571. (4) The MHC is DRB1_0701 with pseudo-sequence DRB1_0701. The peptide sequence is LLVKYAAGDGNIVAV. The binding affinity (normalized) is 0.360. (5) The binding affinity (normalized) is 0.567. The peptide sequence is VRPIDDRFGLALSHL. The MHC is DRB1_0404 with pseudo-sequence DRB1_0404. (6) The peptide sequence is NNAHHVCWLEASMLL. The MHC is HLA-DQA10303-DQB10402 with pseudo-sequence HLA-DQA10303-DQB10402. The binding affinity (normalized) is 0. (7) The peptide sequence is ASMVIFDRSFTITIA. The MHC is HLA-DQA10501-DQB10301 with pseudo-sequence HLA-DQA10501-DQB10301. The binding affinity (normalized) is 0.